From a dataset of Full USPTO retrosynthesis dataset with 1.9M reactions from patents (1976-2016). Predict the reactants needed to synthesize the given product. Given the product [F:15][C:16]1[CH:17]=[C:18]([CH2:22][CH2:23][NH:24][C:12]([C:10]2[S:11][C:7]([C:4]3[CH:3]=[CH:2][N:1]=[CH:6][CH:5]=3)=[CH:8][CH:9]=2)=[O:14])[CH:19]=[CH:20][CH:21]=1, predict the reactants needed to synthesize it. The reactants are: [N:1]1[CH:6]=[CH:5][C:4]([C:7]2[S:11][C:10]([C:12]([OH:14])=O)=[CH:9][CH:8]=2)=[CH:3][CH:2]=1.[F:15][C:16]1[CH:17]=[C:18]([CH2:22][CH2:23][NH2:24])[CH:19]=[CH:20][CH:21]=1.